This data is from Full USPTO retrosynthesis dataset with 1.9M reactions from patents (1976-2016). The task is: Predict the reactants needed to synthesize the given product. (1) Given the product [O:6]=[C:5]1[NH:2][CH2:1][C:3]([CH2:10][C:11]([O:13][CH2:14][CH3:15])=[O:12])([C:16]2[CH:21]=[CH:20][CH:19]=[CH:18][CH:17]=2)[CH2:4]1, predict the reactants needed to synthesize it. The reactants are: [C:1]([C:3]([C:16]1[CH:21]=[CH:20][CH:19]=[CH:18][CH:17]=1)([CH2:10][C:11]([O:13][CH2:14][CH3:15])=[O:12])[CH2:4][C:5](OCC)=[O:6])#[N:2]. (2) Given the product [CH3:1][C:2]1[CH:7]=[C:6]([CH3:8])[CH:5]=[CH:4][C:3]=1/[CH:9]=[CH:10]\[CH:14]([S:15][CH:9](/[CH:10]=[CH:9]\[C:3]1[CH:4]=[CH:5][C:6]([CH3:8])=[CH:7][C:2]=1[CH3:1])[C:3]1[CH:4]=[CH:5][C:6]([CH3:8])=[CH:7][C:2]=1[CH3:1])[C:13]1[CH:16]=[CH:17][C:18]([CH3:20])=[CH:19][C:12]=1[CH3:11], predict the reactants needed to synthesize it. The reactants are: [CH3:1][C:2]1[CH:7]=[C:6]([CH3:8])[CH:5]=[CH:4][C:3]=1[C:9]#[CH:10].[CH3:11][C:12]1[CH:19]=[C:18]([CH3:20])[CH:17]=[CH:16][C:13]=1[CH2:14][SH:15].[Na].